Dataset: Forward reaction prediction with 1.9M reactions from USPTO patents (1976-2016). Task: Predict the product of the given reaction. The product is: [CH2:32]([O:31]/[C:5](=[CH:6]\[C:7]1[CH:15]=[CH:14][C:13]([O:16][CH2:17][CH2:18][C:19]2[N:20]=[C:21]([C:25]3[CH:26]=[CH:27][CH:28]=[CH:29][CH:30]=3)[O:22][C:23]=2[CH3:24])=[C:12]2[C:8]=1[CH2:9][CH2:10][CH2:11]2)/[C:4]([OH:34])=[O:3])[CH3:33]. Given the reactants C([O:3][C:4](=[O:34])/[C:5](/[O:31][CH2:32][CH3:33])=[CH:6]/[C:7]1[CH:15]=[CH:14][C:13]([O:16][CH2:17][CH2:18][C:19]2[N:20]=[C:21]([C:25]3[CH:30]=[CH:29][CH:28]=[CH:27][CH:26]=3)[O:22][C:23]=2[CH3:24])=[C:12]2[C:8]=1[CH2:9][CH2:10][CH2:11]2)C.[Li+].[OH-].Cl, predict the reaction product.